This data is from Full USPTO retrosynthesis dataset with 1.9M reactions from patents (1976-2016). The task is: Predict the reactants needed to synthesize the given product. (1) Given the product [Cl:19][C:20]1[C:21]([O:18][C:5]2[CH:4]=[CH:3][C:2]([F:1])=[C:11]3[C:6]=2[C:7]2([CH2:17][CH2:16][CH2:15][CH2:14][CH2:13]2)[NH:8][C:9](=[O:12])[NH:10]3)=[C:22]([CH:25]=[CH:26][CH:27]=1)[C:23]#[N:24], predict the reactants needed to synthesize it. The reactants are: [F:1][C:2]1[CH:3]=[CH:4][C:5]([OH:18])=[C:6]2[C:11]=1[NH:10][C:9](=[O:12])[NH:8][C:7]12[CH2:17][CH2:16][CH2:15][CH2:14][CH2:13]1.[Cl:19][C:20]1[C:21](F)=[C:22]([CH:25]=[CH:26][CH:27]=1)[C:23]#[N:24]. (2) Given the product [C:25]1([S:24]/[CH:23]=[C:13]2/[C:14](=[N:15]/[C:16]3[CH:21]=[CH:20][CH:19]=[CH:18][CH:17]=3)/[S:22][CH2:10][CH2:11][CH2:12]/2)[CH:30]=[CH:29][CH:28]=[CH:27][CH:26]=1, predict the reactants needed to synthesize it. The reactants are: CS(Cl)(=O)=O.C(Cl)Cl.O[CH2:10][CH2:11][CH2:12]/[C:13](=[CH:23]\[S:24][C:25]1[CH:30]=[CH:29][CH:28]=[CH:27][CH:26]=1)/[C:14](=[S:22])[NH:15][C:16]1[CH:21]=[CH:20][CH:19]=[CH:18][CH:17]=1.[I-].[Na+]. (3) The reactants are: [CH:1]1([NH2:4])[CH2:3][CH2:2]1.C(O)(=O)C.[CH2:9]([O:16][C:17]([N:19]1[CH2:24][CH2:23][CH:22]([CH:25]=O)[CH2:21][CH2:20]1)=[O:18])[C:10]1[CH:15]=[CH:14][CH:13]=[CH:12][CH:11]=1.C([BH3-])#N.[Na+]. Given the product [CH2:9]([O:16][C:17]([N:19]1[CH2:24][CH2:23][CH:22]([CH2:25][NH:4][CH:1]2[CH2:3][CH2:2]2)[CH2:21][CH2:20]1)=[O:18])[C:10]1[CH:11]=[CH:12][CH:13]=[CH:14][CH:15]=1, predict the reactants needed to synthesize it. (4) The reactants are: Cl[CH2:2][CH2:3][CH2:4][N:5]1[C:14]2[C:9](=[CH:10][C:11]([CH3:16])=[C:12]([F:15])[CH:13]=2)[CH2:8][CH2:7][C:6]1=[O:17].[CH2:18]([CH:22]1[CH2:27][CH2:26][NH:25][CH2:24][CH2:23]1)[CH2:19][CH2:20][CH3:21].[Na+].[I-].C([O-])([O-])=O.[K+].[K+]. Given the product [CH2:18]([CH:22]1[CH2:27][CH2:26][N:25]([CH2:2][CH2:3][CH2:4][N:5]2[C:14]3[C:9](=[CH:10][C:11]([CH3:16])=[C:12]([F:15])[CH:13]=3)[CH2:8][CH2:7][C:6]2=[O:17])[CH2:24][CH2:23]1)[CH2:19][CH2:20][CH3:21], predict the reactants needed to synthesize it.